This data is from Reaction yield outcomes from USPTO patents with 853,638 reactions. The task is: Predict the reaction yield, written as a fraction of the theoretical maximum amount of product (1.0 means a 100% yield; for example, 0.34 means a 34% yield). (1) The catalyst is CN(C=O)C. The product is [F:1][C:2]1[CH:3]=[C:4]([NH:20][C:21]([C:23]2[C:24](=[O:36])[N:25]([C:30]3[CH:31]=[CH:32][CH:33]=[CH:34][CH:35]=3)[N:26]([CH3:29])[C:27]=2[CH3:28])=[O:22])[CH:5]=[CH:6][C:7]=1[O:8][C:9]1[C:18]2[C:13](=[CH:14][C:15]([O:19][CH2:43][C@H:44]([OH:45])[CH3:46])=[CH:16][CH:17]=2)[N:12]=[CH:11][CH:10]=1. The yield is 0.540. The reactants are [F:1][C:2]1[CH:3]=[C:4]([NH:20][C:21]([C:23]2[C:24](=[O:36])[N:25]([C:30]3[CH:35]=[CH:34][CH:33]=[CH:32][CH:31]=3)[N:26]([CH3:29])[C:27]=2[CH3:28])=[O:22])[CH:5]=[CH:6][C:7]=1[O:8][C:9]1[C:18]2[C:13](=[CH:14][C:15]([OH:19])=[CH:16][CH:17]=2)[N:12]=[CH:11][CH:10]=1.C([O-])([O-])=O.[Cs+].[Cs+].[CH3:43][C@@H:44]1[CH2:46][O:45]1. (2) The reactants are C([O:8][C:9]1[C:14]2[N:15]=[C:16]([NH:18][C:19](=[O:28])[C:20]3[CH:25]=[CH:24][C:23]([CH2:26][Cl:27])=[CH:22][CH:21]=3)[S:17][C:13]=2[C:12]([N:29]2[CH2:34][CH2:33][O:32][CH2:31][CH2:30]2)=[CH:11][CH:10]=1)C1C=CC=CC=1.B(Cl)(Cl)Cl.O.CO. The catalyst is C(Cl)Cl.[I-].C([N+](CCCC)(CCCC)CCCC)CCC. The product is [Cl:27][CH2:26][C:23]1[CH:22]=[CH:21][C:20]([C:19]([NH:18][C:16]2[S:17][C:13]3[C:12]([N:29]4[CH2:34][CH2:33][O:32][CH2:31][CH2:30]4)=[CH:11][CH:10]=[C:9]([OH:8])[C:14]=3[N:15]=2)=[O:28])=[CH:25][CH:24]=1. The yield is 0.180. (3) The reactants are [CH3:1][N:2]([CH3:17])[C:3]([N:5]1[CH2:11][CH2:10][C:9]2[CH:12]=[C:13]([NH2:16])[CH:14]=[CH:15][C:8]=2[CH2:7][CH2:6]1)=[O:4].Cl[C:19]1[N:24]=[C:23]([NH:25][C:26]2[CH:35]=[CH:34][CH:33]=[CH:32][C:27]=2[C:28]([NH:30][CH3:31])=[O:29])[C:22]([Cl:36])=[CH:21][N:20]=1.Cl.O1CCOCC1. The catalyst is CC(O)C. The product is [CH3:1][N:2]([CH3:17])[C:3]([N:5]1[CH2:11][CH2:10][C:9]2[CH:12]=[C:13]([NH:16][C:19]3[N:24]=[C:23]([NH:25][C:26]4[CH:35]=[CH:34][CH:33]=[CH:32][C:27]=4[C:28](=[O:29])[NH:30][CH3:31])[C:22]([Cl:36])=[CH:21][N:20]=3)[CH:14]=[CH:15][C:8]=2[CH2:7][CH2:6]1)=[O:4]. The yield is 0.810.